Dataset: Catalyst prediction with 721,799 reactions and 888 catalyst types from USPTO. Task: Predict which catalyst facilitates the given reaction. Reactant: [CH:1]1([C@H:5]([NH:7][C:8]2[N:16]=[C:15]([C:17]([O:19][CH3:20])=[O:18])[N:14]=[C:13]3[C:9]=2[N:10]([CH2:23][C:24]2[CH:29]=[CH:28][C:27]([C:30]([F:33])([F:32])[F:31])=[CH:26][CH:25]=2)[C:11]([NH:21][CH3:22])=[N:12]3)[CH3:6])[CH2:4][CH2:3][CH2:2]1.[C:34](Cl)(=[O:39])[CH2:35][CH:36]([CH3:38])[CH3:37]. Product: [CH:1]1([C@H:5]([NH:7][C:8]2[N:16]=[C:15]([C:17]([O:19][CH3:20])=[O:18])[N:14]=[C:13]3[C:9]=2[N:10]([CH2:23][C:24]2[CH:29]=[CH:28][C:27]([C:30]([F:32])([F:33])[F:31])=[CH:26][CH:25]=2)[C:11]([N:21]([CH3:22])[C:34](=[O:39])[CH2:35][CH:36]([CH3:38])[CH3:37])=[N:12]3)[CH3:6])[CH2:4][CH2:3][CH2:2]1. The catalyst class is: 17.